From a dataset of Forward reaction prediction with 1.9M reactions from USPTO patents (1976-2016). Predict the product of the given reaction. (1) Given the reactants [CH2:1]([C:3]1[CH:8]=[CH:7][C:6]([C:9]2[C:18]3[C:13](=[CH:14][CH:15]=[C:16]([C:19]#[C:20][C:21]4[CH:31]=[CH:30][C:24]([C:25]([O:27]CC)=[O:26])=[CH:23][CH:22]=4)[CH:17]=3)[S:12][C:11]([CH3:33])([CH3:32])[CH:10]=2)=[CH:5][CH:4]=1)[CH3:2].[OH-].[Na+].Cl, predict the reaction product. The product is: [CH2:1]([C:3]1[CH:4]=[CH:5][C:6]([C:9]2[C:18]3[C:13](=[CH:14][CH:15]=[C:16]([C:19]#[C:20][C:21]4[CH:22]=[CH:23][C:24]([C:25]([OH:27])=[O:26])=[CH:30][CH:31]=4)[CH:17]=3)[S:12][C:11]([CH3:32])([CH3:33])[CH:10]=2)=[CH:7][CH:8]=1)[CH3:2]. (2) Given the reactants Cl[C:2]1[N:7]=[CH:6][N:5]=[C:4]([NH:8][CH2:9][CH3:10])[CH:3]=1.[CH3:11][N:12]1[CH2:17][CH2:16][N:15]([C:18]2[CH:24]=[CH:23][C:21]([NH2:22])=[CH:20][CH:19]=2)[CH2:14][CH2:13]1, predict the reaction product. The product is: [CH2:9]([NH:8][C:4]1[CH:3]=[C:2]([NH:22][C:21]2[CH:20]=[CH:19][C:18]([N:15]3[CH2:14][CH2:13][N:12]([CH3:11])[CH2:17][CH2:16]3)=[CH:24][CH:23]=2)[N:7]=[CH:6][N:5]=1)[CH3:10].